From a dataset of Catalyst prediction with 721,799 reactions and 888 catalyst types from USPTO. Predict which catalyst facilitates the given reaction. (1) Reactant: [NH:1]1[C:9]2[C:4](=[CH:5][CH:6]=[CH:7][CH:8]=2)[C:3]([C:10]([OH:12])=O)=[N:2]1.[CH3:13][NH:14][O:15][CH3:16].Cl.N1C=CC=CC=1.CCN=C=NCCCN(C)C.Cl. Product: [CH3:16][O:15][N:14]([CH3:13])[C:10]([C:3]1[C:4]2[C:9](=[CH:8][CH:7]=[CH:6][CH:5]=2)[NH:1][N:2]=1)=[O:12]. The catalyst class is: 1. (2) Reactant: C([N:10]=[C:11]=[O:12])CCCCCN=C=O.[CH:13]1C=C(CN=C=O)C=C(CN=C=O)[CH:14]=1.[C:27]([O-:40])(=[O:39])[CH2:28][CH2:29]CCCCCCCCC.C([Sn+2]CCCC)CCC.C([O-])(=[O:62])CCCCCCCCCCC.COC1C=CC(O)=CC=1. Product: [C:27]([OH:40])(=[O:39])[CH:28]=[CH2:29].[NH2:10][C:11]([O:12][CH2:13][CH3:14])=[O:62]. The catalyst class is: 11. (3) Reactant: [Cl:1][C:2]1[C:11]([N+:12]([O-])=O)=[C:10]2[C:5]([C:6]([O:15][CH3:16])=[CH:7][CH:8]=[N:9]2)=[CH:4][CH:3]=1. Product: [Cl:1][C:2]1[C:11]([NH2:12])=[C:10]2[C:5]([C:6]([O:15][CH3:16])=[CH:7][CH:8]=[N:9]2)=[CH:4][CH:3]=1. The catalyst class is: 256. (4) Reactant: [OH:1][C:2]1[CH:7]=[CH:6][C:5]([C:8]2([C:18]3[CH:23]=[CH:22][C:21]([OH:24])=[CH:20][CH:19]=3)[C:16]3[C:11](=[CH:12][CH:13]=[CH:14][CH:15]=3)[C:10](=[O:17])[O:9]2)=[CH:4][CH:3]=1.C([N:27]([CH2:30]C)CC)C.[N:32]#[C:33]Cl. Product: [O:1]([C:2]1[CH:7]=[CH:6][C:5]([C:8]2([C:18]3[CH:19]=[CH:20][C:21]([O:24][C:30]#[N:27])=[CH:22][CH:23]=3)[C:16]3[C:11](=[CH:12][CH:13]=[CH:14][CH:15]=3)[C:10](=[O:17])[O:9]2)=[CH:4][CH:3]=1)[C:33]#[N:32]. The catalyst class is: 2. (5) Product: [CH3:4][C:2]([C:5]1[C:10]([NH:11][C:12]([C:14]2[C:23](=[O:24])[C:22]3[CH:21]=[CH:20][CH:19]=[CH:18][C:17]=3[NH:16][CH:15]=2)=[O:13])=[CH:9][C:8]([OH:25])=[C:7]([C:26]([CH3:29])([CH3:28])[CH3:27])[CH:6]=1)([CH3:1])[CH3:3].[CH2:7]1[CH2:8][O:25][CH2:29][CH2:26]1. The catalyst class is: 1. Reactant: [CH3:1][C:2]([C:5]1[C:10]([NH:11][C:12]([C:14]2[C:23](=[O:24])[C:22]3[CH:21]=[CH:20][CH:19]=[CH:18][C:17]=3[NH:16][CH:15]=2)=[O:13])=[CH:9][C:8]([OH:25])=[C:7]([C:26]([CH3:29])([CH3:28])[CH3:27])[CH:6]=1)([CH3:4])[CH3:3]. (6) Reactant: [Br:1][C:2]1[CH:7]=[CH:6][C:5]([N:8]=[C:9]=[O:10])=[CH:4][C:3]=1[S:11]([F:16])([F:15])([F:14])([F:13])[F:12].[NH2:17][C:18]1[CH:34]=[CH:33][C:21]([O:22][C:23]2[CH:28]=[CH:27][N:26]=[C:25]([C:29]([NH:31][CH3:32])=[O:30])[CH:24]=2)=[CH:20][CH:19]=1. Product: [Br:1][C:2]1[CH:7]=[CH:6][C:5]([NH:8][C:9]([NH:17][C:18]2[CH:34]=[CH:33][C:21]([O:22][C:23]3[CH:28]=[CH:27][N:26]=[C:25]([C:29]([NH:31][CH3:32])=[O:30])[CH:24]=3)=[CH:20][CH:19]=2)=[O:10])=[CH:4][C:3]=1[S:11]([F:16])([F:12])([F:13])([F:14])[F:15]. The catalyst class is: 2.